Predict the reaction yield, written as a fraction of the theoretical maximum amount of product (1.0 means a 100% yield; for example, 0.34 means a 34% yield). From a dataset of Reaction yield outcomes from USPTO patents with 853,638 reactions. (1) The reactants are [CH3:1][O:2][C:3](=[O:16])[C:4]1[CH:9]=[C:8](Cl)[N:7]=[C:6]([NH:11][CH:12]([CH2:14][CH3:15])[CH3:13])[CH:5]=1.[CH3:17][N:18](C)C(=O)C. The catalyst is C1C=CC(/C=C/C(/C=C/C2C=CC=CC=2)=O)=CC=1.C1C=CC(/C=C/C(/C=C/C2C=CC=CC=2)=O)=CC=1.C1C=CC(/C=C/C(/C=C/C2C=CC=CC=2)=O)=CC=1.[Pd].[Pd].C1(P(C2C=CC=CC=2)[C-]2C=CC=C2)C=CC=CC=1.[C-]1(P(C2C=CC=CC=2)C2C=CC=CC=2)C=CC=C1.[Fe+2].[C-]#N.[Zn+2].[C-]#N.[Zn]. The product is [CH3:1][O:2][C:3](=[O:16])[C:4]1[CH:9]=[C:8]([C:17]#[N:18])[N:7]=[C:6]([NH:11][C@H:12]([CH2:14][CH3:15])[CH3:13])[CH:5]=1. The yield is 0.590. (2) The yield is 0.340. The catalyst is C(O)C.N1CCCCC1. The reactants are [CH3:1][O:2][C:3]1[CH:4]=[C:5]([C:9]2[CH:17]=[CH:16][CH:15]=[C:14]3[C:10]=2[CH2:11][C:12](=[O:18])[NH:13]3)[CH:6]=[CH:7][CH:8]=1.[CH2:19]([N:21]([CH2:35][CH3:36])[CH2:22][CH2:23][NH:24][C:25]([C:27]1[NH:28][C:29]([CH:33]=O)=[C:30]([CH3:32])[CH:31]=1)=[O:26])[CH3:20]. The product is [CH2:35]([N:21]([CH2:19][CH3:20])[CH2:22][CH2:23][NH:24][C:25]([C:27]1[NH:28][C:29]([CH:33]=[C:11]2[C:10]3[C:14](=[CH:15][CH:16]=[CH:17][C:9]=3[C:5]3[CH:6]=[CH:7][CH:8]=[C:3]([O:2][CH3:1])[CH:4]=3)[NH:13][C:12]2=[O:18])=[C:30]([CH3:32])[CH:31]=1)=[O:26])[CH3:36]. (3) The reactants are CC1(C)C(C)(C)OB([C:9]2[CH:14]=[CH:13][C:12]([C:15]3[CH:20]=[CH:19][CH:18]=[CH:17][C:16]=3[C:21]#[N:22])=[CH:11][CH:10]=2)O1.[CH2:24]([O:26][C:27]([C:29]1[N:30]([CH3:39])[C:31]([CH2:37][CH3:38])=[C:32]([C:35]#[N:36])[C:33]=1I)=[O:28])[CH3:25].C(OC(C)C)(=O)C.C(=O)([O-])[O-].[K+].[K+]. The catalyst is O.[Pd].CC([O-])=O.CC([O-])=O.C1C=CC(P(C2C=CC=CC=2)C2C=CC=CC=2)=CC=1.C1C=CC(P(C2C=CC=CC=2)C2C=CC=CC=2)=CC=1.[Pd+2].C(O)C. The product is [C:35]([C:32]1[C:33]([C:9]2[CH:10]=[CH:11][C:12]([C:15]3[CH:20]=[CH:19][CH:18]=[CH:17][C:16]=3[C:21]#[N:22])=[CH:13][CH:14]=2)=[C:29]([C:27]([O:26][CH2:24][CH3:25])=[O:28])[N:30]([CH3:39])[C:31]=1[CH2:37][CH3:38])#[N:36]. The yield is 0.626. (4) The reactants are C([Li])CCC.C(NC(C)C)(C)C.[Li+].CC([N-]C(C)C)C.[CH:21]([C:23]1[CH:24]=[C:25]2[C:30](=[CH:31][CH:32]=1)/[C:29](=[N:33]/[OH:34])/[CH2:28][CH2:27][CH2:26]2)=[CH2:22].[CH:35]([O:38][C:39]1[CH:50]=[CH:49][C:42]([C:43](OC(C)C)=O)=[C:41]([C:51]([F:54])([F:53])[F:52])[CH:40]=1)([CH3:37])[CH3:36].O.C1(C)C=CC(S(O)(=O)=O)=CC=1. The catalyst is C1COCC1.C1(C)C=CC=CC=1. The product is [CH:35]([O:38][C:39]1[CH:50]=[CH:49][C:42]([C:43]2[O:34][N:33]=[C:29]3[C:30]4[C:25]([CH2:26][CH2:27][C:28]=23)=[CH:24][C:23]([CH:21]=[CH2:22])=[CH:32][CH:31]=4)=[C:41]([C:51]([F:52])([F:53])[F:54])[CH:40]=1)([CH3:37])[CH3:36]. The yield is 0.480. (5) The reactants are C[O:2][C:3]([C:5]1[CH:10]=[CH:9][C:8]([C:11]2[CH:16]=[CH:15][CH:14]=[CH:13][CH:12]=2)=[CH:7][C:6]=1[F:17])=[O:4].[OH-].[Na+].Cl. The catalyst is C1COCC1. The product is [F:17][C:6]1[CH:7]=[C:8]([C:11]2[CH:12]=[CH:13][CH:14]=[CH:15][CH:16]=2)[CH:9]=[CH:10][C:5]=1[C:3]([OH:4])=[O:2]. The yield is 0.840.